Dataset: Full USPTO retrosynthesis dataset with 1.9M reactions from patents (1976-2016). Task: Predict the reactants needed to synthesize the given product. (1) Given the product [CH2:22]([O:21][C:19]([N:14]1[CH2:15][C@@H:16]([CH3:18])[CH2:17][C@H:12]([NH:11][C:3]2[C:2]([Br:1])=[CH:7][N:6]=[C:5]([S:8][CH3:9])[N:4]=2)[CH2:13]1)=[O:20])[C:23]1[CH:28]=[CH:27][CH:26]=[CH:25][CH:24]=1, predict the reactants needed to synthesize it. The reactants are: [Br:1][C:2]1[C:3](Cl)=[N:4][C:5]([S:8][CH3:9])=[N:6][CH:7]=1.[NH2:11][C@H:12]1[CH2:17][C@H:16]([CH3:18])[CH2:15][N:14]([C:19]([O:21][CH2:22][C:23]2[CH:28]=[CH:27][CH:26]=[CH:25][CH:24]=2)=[O:20])[CH2:13]1.C(N(CC)CC)C. (2) Given the product [Pd:1].[C:17]1([P:10]([C:4]2[CH:5]=[CH:6][CH:7]=[CH:8][CH:9]=2)[C:11]2[CH:16]=[CH:15][CH:14]=[CH:13][CH:12]=2)[CH:18]=[CH:19][CH:20]=[CH:21][CH:22]=1.[C:17]1([P:10]([C:4]2[CH:5]=[CH:6][CH:7]=[CH:8][CH:9]=2)[C:11]2[CH:16]=[CH:15][CH:14]=[CH:13][CH:12]=2)[CH:18]=[CH:19][CH:20]=[CH:21][CH:22]=1.[C:17]1([P:10]([C:4]2[CH:5]=[CH:6][CH:7]=[CH:8][CH:9]=2)[C:11]2[CH:16]=[CH:15][CH:14]=[CH:13][CH:12]=2)[CH:18]=[CH:19][CH:20]=[CH:21][CH:22]=1.[C:17]1([P:10]([C:4]2[CH:5]=[CH:6][CH:7]=[CH:8][CH:9]=2)[C:11]2[CH:16]=[CH:15][CH:14]=[CH:13][CH:12]=2)[CH:18]=[CH:19][CH:20]=[CH:21][CH:22]=1, predict the reactants needed to synthesize it. The reactants are: [Pd:1](Cl)Cl.[C:4]1([P:10]([C:17]2[CH:22]=[CH:21][CH:20]=[CH:19][CH:18]=2)[C:11]2[CH:16]=[CH:15][CH:14]=[CH:13][CH:12]=2)[CH:9]=[CH:8][CH:7]=[CH:6][CH:5]=1.NN.